Dataset: Full USPTO retrosynthesis dataset with 1.9M reactions from patents (1976-2016). Task: Predict the reactants needed to synthesize the given product. (1) Given the product [C:1]([O:4][CH:5]([C:19]1[CH:24]=[CH:23][CH:22]=[C:21]([O:25][CH2:26][C:27](=[O:29])[NH2:28])[CH:20]=1)[C:6](=[O:33])[C:13]1[CH:18]=[CH:17][CH:16]=[CH:15][CH:14]=1)(=[O:3])[CH3:2], predict the reactants needed to synthesize it. The reactants are: [C:1]([O:4][CH:5]([C:19]1[CH:24]=[CH:23][CH:22]=[C:21]([O:25][CH2:26][C:27](=[O:29])[NH2:28])[CH:20]=1)[CH:6]([C:13]1[CH:18]=[CH:17][CH:16]=[CH:15][CH:14]=1)C1SCCCS1)(=[O:3])[CH3:2].C(#N)C.[OH2:33]. (2) Given the product [CH:7]1([CH2:13][CH2:14][CH2:15][CH2:16][CH2:17][OH:18])[CH2:12][CH2:11][CH2:10][CH2:9][CH2:8]1, predict the reactants needed to synthesize it. The reactants are: [H-].[H-].[H-].[H-].[Li+].[Al+3].[CH:7]1([CH2:13][CH2:14][CH2:15][CH2:16][C:17](O)=[O:18])[CH2:12][CH2:11][CH2:10][CH2:9][CH2:8]1.O.[OH-].[K+]. (3) Given the product [Cl:1][C:2]([F:14])([F:13])[C:3]1[NH:8][C:7](=[O:9])[C:6]([C:10]([OH:16])=[O:11])=[CH:5][CH:4]=1, predict the reactants needed to synthesize it. The reactants are: [Cl:1][C:2]([F:14])([F:13])[C:3]1[NH:8][C:7](=[O:9])[C:6]([C:10](N)=[O:11])=[CH:5][CH:4]=1.S(=O)(=O)(O)[OH:16]. (4) Given the product [C:20]([CH:27]([NH2:33])[CH2:28][CH2:29][NH2:30])([O:22][C:23]([CH3:24])([CH3:25])[CH3:26])=[O:21], predict the reactants needed to synthesize it. The reactants are: C1(P(C2C=CC=CC=2)C2C=CC=CC=2)C=CC=CC=1.[C:20]([CH:27]([NH2:33])[CH2:28][CH2:29][N:30]=[N+]=[N-])([O:22][C:23]([CH3:26])([CH3:25])[CH3:24])=[O:21].O.